Dataset: Full USPTO retrosynthesis dataset with 1.9M reactions from patents (1976-2016). Task: Predict the reactants needed to synthesize the given product. (1) Given the product [Cl:13][CH2:14][CH2:15][C:16]([NH:12][C:3]1[CH:4]=[N:5][C:6]2[C:11]([C:2]=1[Cl:1])=[CH:10][CH:9]=[CH:8][CH:7]=2)=[O:17], predict the reactants needed to synthesize it. The reactants are: [Cl:1][C:2]1[C:11]2[C:6](=[CH:7][CH:8]=[CH:9][CH:10]=2)[N:5]=[CH:4][C:3]=1[NH2:12].[Cl:13][CH2:14][CH2:15][C:16](Cl)=[O:17]. (2) Given the product [C:1]([C:3](=[CH:23][C:22]1[CH:25]=[CH:26][C:27]([OH:28])=[C:20]([OH:19])[CH:21]=1)[C:4]([NH:6][CH2:7][CH2:8][CH:9]([NH:13][C:14](=[O:18])[C:15]([C:16]#[N:17])=[CH:23][C:22]1[CH:25]=[CH:26][C:27]([OH:28])=[C:20]([OH:19])[CH:21]=1)[CH2:10][CH2:11][CH3:12])=[O:5])#[N:2], predict the reactants needed to synthesize it. The reactants are: [C:1]([CH2:3][C:4]([NH:6][CH2:7][CH2:8][CH:9]([NH:13][C:14](=[O:18])[CH2:15][C:16]#[N:17])[CH2:10][CH2:11][CH3:12])=[O:5])#[N:2].[OH:19][C:20]1[CH:21]=[C:22]([CH:25]=[CH:26][C:27]=1[OH:28])[CH:23]=O. (3) The reactants are: Br[C:2]1[CH:3]=[CH:4][C:5]([O:15][CH3:16])=[C:6]([CH:14]=1)[O:7][C@@H:8]1[CH2:12][CH2:11][N:10]([CH3:13])[CH2:9]1.C(OC([N:24]1[CH2:29][CH2:28][NH:27][CH2:26][C@@H:25]1[CH2:30][C:31]1[CH:36]=[CH:35][CH:34]=[CH:33][CH:32]=1)=O)(C)(C)C. Given the product [CH2:30]([C@@H:25]1[NH:24][CH2:29][CH2:28][N:27]([C:2]2[CH:3]=[CH:4][C:5]([O:15][CH3:16])=[C:6]([O:7][C@@H:8]3[CH2:12][CH2:11][N:10]([CH3:13])[CH2:9]3)[CH:14]=2)[CH2:26]1)[C:31]1[CH:32]=[CH:33][CH:34]=[CH:35][CH:36]=1, predict the reactants needed to synthesize it. (4) Given the product [NH2:37][C:23]1[C:24]2[CH:25]=[CH:26][CH:27]=[C:18]([S:15]([N:12]3[CH2:13][CH2:14][C@@H:10]([NH:8][CH3:9])[CH2:11]3)(=[O:17])=[O:16])[C:19]=2[C:20]([Br:29])=[CH:21][N:22]=1.[ClH:28], predict the reactants needed to synthesize it. The reactants are: C(OC([N:8]([C@@H:10]1[CH2:14][CH2:13][N:12]([S:15]([C:18]2[C:19]3[C:20]([Br:29])=[CH:21][N:22]=[C:23]([Cl:28])[C:24]=3[CH:25]=[CH:26][CH:27]=2)(=[O:17])=[O:16])[CH2:11]1)[CH3:9])=O)(C)(C)C.C(OC([NH:37]C1CCN(S(C2C3C(Cl)=CN=C(Cl)C=3C=CC=2)(=O)=O)C1)=O)(C)(C)C. (5) Given the product [C:22]([O:1][C:2]1[C:15]2[C:14](=[O:16])[C:13]3[C:8](=[CH:9][CH:10]=[CH:11][C:12]=3[O:17][C:32](=[O:31])[CH2:33][CH2:38][CH3:39])[C:7](=[O:18])[C:6]=2[CH:5]=[C:4]([C:19]([OH:21])=[O:20])[CH:3]=1)(=[O:26])[CH2:23][CH2:24][CH3:25], predict the reactants needed to synthesize it. The reactants are: [OH:1][C:2]1[C:15]2[C:14](=[O:16])[C:13]3[C:8](=[CH:9][CH:10]=[CH:11][C:12]=3[OH:17])[C:7](=[O:18])[C:6]=2[CH:5]=[C:4]([C:19]([OH:21])=[O:20])[CH:3]=1.[C:22](Cl)(=[O:26])[CH2:23][CH2:24][CH3:25].C([O:31][CH2:32][CH3:33])(=O)C.ClCCl.N1C=CC=[CH:39][CH:38]=1.